Predict the reaction yield, written as a fraction of the theoretical maximum amount of product (1.0 means a 100% yield; for example, 0.34 means a 34% yield). From a dataset of Reaction yield outcomes from USPTO patents with 853,638 reactions. (1) The reactants are Cl[C:2]([O:4][CH3:5])=[O:3].[CH3:6][CH2:7][O:8][C:9]([CH:11]1[CH2:15][CH2:14][CH:13]([CH2:16][NH:17][CH2:18][C:19]([O:21][C:22]([CH3:25])([CH3:24])[CH3:23])=[O:20])[N:12]1[C:26]([O:28][C:29]([CH3:32])([CH3:31])[CH3:30])=[O:27])=[O:10].CN1CCOCC1. The catalyst is ClCCl. The product is [CH3:6][CH2:7][O:8][C:9]([CH:11]1[CH2:15][CH2:14][CH:13]([CH2:16][N:17]([CH2:18][C:19]([O:21][C:22]([CH3:23])([CH3:24])[CH3:25])=[O:20])[C:2]([O:4][CH3:5])=[O:3])[N:12]1[C:26]([O:28][C:29]([CH3:31])([CH3:30])[CH3:32])=[O:27])=[O:10]. The yield is 0.880. (2) The reactants are Br[CH2:2][C:3]1[C:8]([Cl:9])=[CH:7][CH:6]=[CH:5][C:4]=1[N:10]1[CH2:15][CH2:14][N:13]([CH2:16][CH3:17])[CH2:12][CH2:11]1.[CH3:18][C:19]1[N:24]=[C:23]([SH:25])[N:22]=[C:21]([OH:26])[CH:20]=1.C(N(CC)CC)C. The catalyst is C(O)C. The product is [Cl:9][C:8]1[CH:7]=[CH:6][CH:5]=[C:4]([N:10]2[CH2:15][CH2:14][N:13]([CH2:16][CH3:17])[CH2:12][CH2:11]2)[C:3]=1[CH2:2][S:25][C:23]1[N:22]=[C:21]([OH:26])[CH:20]=[C:19]([CH3:18])[N:24]=1. The yield is 0.0500.